This data is from Full USPTO retrosynthesis dataset with 1.9M reactions from patents (1976-2016). The task is: Predict the reactants needed to synthesize the given product. (1) Given the product [CH2:1]([O:3][C:4]([C:6]1[N:7]([NH:12][C:25](=[O:26])[C:24]2[CH:28]=[CH:29][C:21]([Br:20])=[CH:22][CH:23]=2)[N:8]=[C:9]([CH3:11])[CH:10]=1)=[O:5])[CH3:2], predict the reactants needed to synthesize it. The reactants are: [CH2:1]([O:3][C:4]([C:6]1[N:7]([NH2:12])[N:8]=[C:9]([CH3:11])[CH:10]=1)=[O:5])[CH3:2].C(N(CC)CC)C.[Br:20][C:21]1[CH:29]=[CH:28][C:24]([C:25](Cl)=[O:26])=[CH:23][CH:22]=1. (2) Given the product [C:5]([O-:7])(=[O:6])[CH2:4][CH2:8][CH2:9][CH2:10][CH2:11][C:15]([CH3:19])([CH3:16])[CH3:13].[Bi+3:1].[C:16]([O-:18])(=[O:17])[CH2:15][CH2:19][CH2:20][CH2:21][CH2:22][C:25]([CH3:29])([CH3:26])[CH3:23].[C:26]([O-:28])(=[O:27])[CH2:25][CH2:29][CH2:30][CH2:31][CH2:32][C:4]([CH3:8])([CH3:5])[CH3:2], predict the reactants needed to synthesize it. The reactants are: [Bi:1].[CH2:2]([CH:4]([CH2:8][CH2:9][CH2:10][CH3:11])[C:5]([O-:7])=[O:6])C.[Bi+3].[CH2:13]([CH:15]([CH2:19][CH2:20][CH2:21][CH3:22])[C:16]([O-:18])=[O:17])C.[CH2:23]([CH:25]([CH2:29][CH2:30][CH2:31][CH3:32])[C:26]([O-:28])=[O:27])C.